Dataset: Catalyst prediction with 721,799 reactions and 888 catalyst types from USPTO. Task: Predict which catalyst facilitates the given reaction. (1) Reactant: [CH3:1][O:2][C:3]1[CH:8]=[CH:7][C:6]([O:9][CH3:10])=[C:5]([O:11][CH3:12])[C:4]=1[O:13][CH3:14].[CH3:15]N(CCN(C)C)C.[Li]CCCC.CCCCCC.CI. Product: [CH3:1][O:2][C:3]1[C:4]([O:13][CH3:14])=[C:5]([O:11][CH3:12])[C:6]([O:9][CH3:10])=[CH:7][C:8]=1[CH3:15]. The catalyst class is: 1. (2) Reactant: [C:1]1([CH3:11])[CH:6]=[CH:5][C:4]([S:7](Cl)(=[O:9])=[O:8])=[CH:3][CH:2]=1.[CH2:12]([S:14][C:15]1[CH:20]=[CH:19][CH:18]=[CH:17][C:16]=1[C:21]1[N:22]=[C:23]([NH:35][NH2:36])[C:24]2[N:30]=[CH:29][C:28]([C:31]([F:34])([F:33])[F:32])=[CH:27][C:25]=2[N:26]=1)[CH3:13].N1C=CC=CC=1.C(=O)(O)[O-].[Na+]. Product: [CH2:12]([S:14][C:15]1[CH:20]=[CH:19][CH:18]=[CH:17][C:16]=1[C:21]1[N:22]=[C:23]([NH:35][NH:36][S:7]([C:4]2[CH:5]=[CH:6][C:1]([CH3:11])=[CH:2][CH:3]=2)(=[O:9])=[O:8])[C:24]2[N:30]=[CH:29][C:28]([C:31]([F:34])([F:33])[F:32])=[CH:27][C:25]=2[N:26]=1)[CH3:13]. The catalyst class is: 10. (3) Reactant: [C:1]([OH:12])(=[O:11])[C:2]1[C:3](=[CH:7][CH:8]=[CH:9][CH:10]=1)[C:4]([OH:6])=[O:5].COC(=O)[O-].[CH3:18][NH+:19]1[CH2:23][CH:22]([CH3:24])[N:21]([CH3:25])[CH:20]1[CH3:26]. Product: [C:1]([O-:12])(=[O:11])[C:2]1[C:3](=[CH:7][CH:8]=[CH:9][CH:10]=1)[C:4]([O-:6])=[O:5].[CH3:18][NH+:19]1[CH2:23][CH:22]([CH3:24])[N:21]([CH3:25])[CH:20]1[CH3:26].[CH3:18][NH+:19]1[CH2:23][CH:22]([CH3:24])[N:21]([CH3:25])[CH:20]1[CH3:26]. The catalyst class is: 5.